From a dataset of Peptide-MHC class II binding affinity with 134,281 pairs from IEDB. Regression. Given a peptide amino acid sequence and an MHC pseudo amino acid sequence, predict their binding affinity value. This is MHC class II binding data. (1) The peptide sequence is EAGKESCFCYFDCSK. The MHC is DRB1_1501 with pseudo-sequence DRB1_1501. The binding affinity (normalized) is 0.353. (2) The peptide sequence is EKKYFAATQIEPLAA. The MHC is DRB1_0701 with pseudo-sequence DRB1_0701. The binding affinity (normalized) is 0.763. (3) The peptide sequence is KQNSAFINDEKNGADGK. The MHC is DRB1_0301 with pseudo-sequence DRB1_0301. The binding affinity (normalized) is 0.0330. (4) The peptide sequence is ALWRVSAEEY. The MHC is DRB1_0101 with pseudo-sequence DRB1_0101. The binding affinity (normalized) is 0.